Dataset: Forward reaction prediction with 1.9M reactions from USPTO patents (1976-2016). Task: Predict the product of the given reaction. (1) Given the reactants C(N1C=C(B2O[C:13]([CH3:16])(C)[C:12]([CH3:18])([CH3:17])O2)C=N1)C(C)C.Br[C:20]1[O:24][C:23]([C:25]([NH:27][CH2:28][C:29]2[CH:34]=[CH:33][N:32]3[CH:35]=[CH:36][N:37]=[C:31]3[CH:30]=2)=[O:26])=[CH:22][CH:21]=1.Br[C:39]1[CH:45]=[CH:44]C(N)=[CH:41][CH:40]=1, predict the reaction product. The product is: [N:37]1[CH:36]=[CH:35][N:32]2[CH:33]=[CH:34][C:29]([CH2:28][NH:27][C:25]([C:23]3[O:24][C:20]([C:39]4[CH:45]=[CH:44][C:16]([CH2:13][CH:12]([CH3:17])[CH3:18])=[CH:41][CH:40]=4)=[CH:21][CH:22]=3)=[O:26])=[CH:30][C:31]=12. (2) Given the reactants [NH2:1][C:2]1[CH:7]=[CH:6][CH:5]=[CH:4][CH:3]=1.[C:8]1([C:14]2[N:15]=[C:16]([C:26](O)=[O:27])[N:17]([CH3:25])[C:18]=2[C:19]2[CH:24]=[CH:23][CH:22]=[CH:21][CH:20]=2)[CH:13]=[CH:12][CH:11]=[CH:10][CH:9]=1, predict the reaction product. The product is: [C:2]1([NH:1][C:26]([C:16]2[N:17]([CH3:25])[C:18]([C:19]3[CH:24]=[CH:23][CH:22]=[CH:21][CH:20]=3)=[C:14]([C:8]3[CH:13]=[CH:12][CH:11]=[CH:10][CH:9]=3)[N:15]=2)=[O:27])[CH:7]=[CH:6][CH:5]=[CH:4][CH:3]=1. (3) Given the reactants [CH:1]1([CH2:4][CH2:5][NH:6][C:7]([C:9]2[N:10]=[N:11][C:12](Cl)=[CH:13][CH:14]=2)=[O:8])[CH2:3][CH2:2]1.[NH:16]1[CH2:21][CH2:20][CH:19]([CH2:22][OH:23])[CH2:18][CH2:17]1.N12CCCN=C1CCCCC2, predict the reaction product. The product is: [CH:1]1([CH2:4][CH2:5][NH:6][C:7]([C:9]2[N:10]=[N:11][C:12]([N:16]3[CH2:21][CH2:20][CH:19]([CH2:22][OH:23])[CH2:18][CH2:17]3)=[CH:13][CH:14]=2)=[O:8])[CH2:3][CH2:2]1. (4) Given the reactants C(NC(C)C)(C)C.C([Li])CCC.[CH2:13]([O:20][CH2:21][CH2:22][C:23](=[O:25])[CH3:24])[C:14]1[CH:19]=[CH:18][CH:17]=[CH:16][CH:15]=1.[Cl:26][C:27]1[CH:32]=[CH:31][C:30]([S:33]([C:36]2[C:45]3[C:40](=[C:41]([F:47])[CH:42]=[CH:43][C:44]=3[F:46])[O:39][CH2:38][CH:37]=2)(=[O:35])=[O:34])=[CH:29][CH:28]=1, predict the reaction product. The product is: [CH2:13]([O:20][CH2:21][CH2:22][C:23](=[O:25])[CH2:24][CH:37]1[CH:36]([S:33]([C:30]2[CH:29]=[CH:28][C:27]([Cl:26])=[CH:32][CH:31]=2)(=[O:35])=[O:34])[C:45]2[C:40](=[C:41]([F:47])[CH:42]=[CH:43][C:44]=2[F:46])[O:39][CH2:38]1)[C:14]1[CH:19]=[CH:18][CH:17]=[CH:16][CH:15]=1. (5) Given the reactants [NH2:1][C@H:2]([CH2:10][OH:11])[CH2:3][C:4]1[CH:9]=[CH:8][CH:7]=[CH:6][CH:5]=1.[CH:12](=O)[C:13]1[CH:18]=[CH:17][CH:16]=[CH:15][CH:14]=1.[H][H], predict the reaction product. The product is: [CH2:12]([NH:1][C@H:2]([CH2:10][OH:11])[CH2:3][C:4]1[CH:5]=[CH:6][CH:7]=[CH:8][CH:9]=1)[C:13]1[CH:18]=[CH:17][CH:16]=[CH:15][CH:14]=1. (6) Given the reactants [CH3:1][O:2][C:3]1[CH:8]=[CH:7][C:6]([CH3:9])=[CH:5][C:4]=1[S:10]([N:13]1[C:21]2[C:16](=[C:17]([CH:22]=C)[CH:18]=[CH:19][CH:20]=2)[CH:15]=[CH:14]1)(=[O:12])=[O:11].I([O-])(=O)(=O)=[O:25].[Na+], predict the reaction product. The product is: [CH3:1][O:2][C:3]1[CH:8]=[CH:7][C:6]([CH3:9])=[CH:5][C:4]=1[S:10]([N:13]1[C:21]2[CH:20]=[CH:19][CH:18]=[C:17]([CH:22]=[O:25])[C:16]=2[CH:15]=[CH:14]1)(=[O:12])=[O:11]. (7) Given the reactants [CH3:1][S:2]([C:5]1[CH:6]=[C:7]([CH:11]=[CH:12][CH:13]=1)[C:8](O)=[O:9])(=[O:4])=[O:3].[H-].[H-].[H-].[H-].[Li+].[Al+3], predict the reaction product. The product is: [CH3:1][S:2]([C:5]1[CH:6]=[C:7]([CH2:8][OH:9])[CH:11]=[CH:12][CH:13]=1)(=[O:3])=[O:4].